From a dataset of Full USPTO retrosynthesis dataset with 1.9M reactions from patents (1976-2016). Predict the reactants needed to synthesize the given product. (1) Given the product [Cl:1][C:2]1[CH:3]=[CH:4][C:5]([CH2:6][N:7]2[C:15]3[C:14](=[O:16])[NH:13][C:12](=[O:26])[N:11]([CH3:27])[C:10]=3[N:9]=[C:8]2[CH2:28][CH2:29][CH2:30][O:31][C:32]2[CH:37]=[CH:36][CH:35]=[C:34]([O:38][C:39]([F:42])([F:40])[F:41])[CH:33]=2)=[CH:43][CH:44]=1, predict the reactants needed to synthesize it. The reactants are: [Cl:1][C:2]1[CH:44]=[CH:43][C:5]([CH2:6][N:7]2[C:15]3[C:14](=[O:16])[N:13](CC4C=CC(OC)=CC=4)[C:12](=[O:26])[N:11]([CH3:27])[C:10]=3[N:9]=[C:8]2[CH2:28][CH2:29][CH2:30][O:31][C:32]2[CH:37]=[CH:36][CH:35]=[C:34]([O:38][C:39]([F:42])([F:41])[F:40])[CH:33]=2)=[CH:4][CH:3]=1.C(O)(C(F)(F)F)=O.FC(F)(F)S(O)(=O)=O. (2) Given the product [Cl:1][C:2]1[CH:3]=[CH:4][C:5]([S:8]([CH:11]([C:17]2[CH:22]=[C:21]([F:23])[CH:20]=[CH:19][C:18]=2[F:24])[CH2:12][CH2:13][CH2:14][CH2:15][N:29]([S:26]([CH3:25])(=[O:28])=[O:27])[C:30](=[O:36])[O:31][C:32]([CH3:33])([CH3:35])[CH3:34])(=[O:10])=[O:9])=[CH:6][CH:7]=1, predict the reactants needed to synthesize it. The reactants are: [Cl:1][C:2]1[CH:7]=[CH:6][C:5]([S:8]([CH:11]([C:17]2[CH:22]=[C:21]([F:23])[CH:20]=[CH:19][C:18]=2[F:24])[CH2:12][CH2:13][CH2:14][CH2:15]O)(=[O:10])=[O:9])=[CH:4][CH:3]=1.[CH3:25][S:26]([NH:29][C:30](=[O:36])[O:31][C:32]([CH3:35])([CH3:34])[CH3:33])(=[O:28])=[O:27].C1(P(C2C=CC=CC=2)C2C=CC=CC=2)C=CC=CC=1.N(C(OC(C)C)=O)=NC(OC(C)C)=O. (3) Given the product [O:18]1[CH2:19][CH2:20][CH2:21][CH2:22][CH:17]1[O:16][CH2:15][CH2:14][O:13][CH:11]1[CH2:12][CH:9]([NH2:8])[CH2:10]1, predict the reactants needed to synthesize it. The reactants are: C([N:8](CC1C=CC=CC=1)[CH:9]1[CH2:12][CH:11]([O:13][CH2:14][CH2:15][O:16][CH:17]2[CH2:22][CH2:21][CH2:20][CH2:19][O:18]2)[CH2:10]1)C1C=CC=CC=1. (4) Given the product [Cl-:1].[NH2:25][C:22]1[CH:23]=[CH:24][C:19]([NH:18][C:16]([C:13]2[CH:14]=[CH:15][C:10]([NH:9][C:6]3[CH:5]=[CH:4][N+:3]([CH3:2])=[CH:8][CH:7]=3)=[CH:11][CH:12]=2)=[O:17])=[CH:20][CH:21]=1, predict the reactants needed to synthesize it. The reactants are: [Cl-:1].[CH3:2][N+:3]1[CH:8]=[CH:7][C:6]([NH:9][C:10]2[CH:15]=[CH:14][C:13]([C:16]([NH:18][C:19]3[CH:24]=[CH:23][C:22]([N+:25]([O-])=O)=[CH:21][CH:20]=3)=[O:17])=[CH:12][CH:11]=2)=[CH:5][CH:4]=1.O. (5) Given the product [C:55]([NH:2][CH2:3][CH2:4][CH2:5][O:6][C:7]1[CH:27]=[CH:26][C:10]([C:11]([NH:13][C:14]2[CH:19]=[CH:18][C:17]([C:20]3[CH:25]=[CH:24][CH:23]=[CH:22][CH:21]=3)=[CH:16][CH:15]=2)=[O:12])=[CH:9][C:8]=1[NH:28][C:29]([C:31]1([N:34]2[CH2:35][CH2:36][O:37][CH2:38][CH2:39]2)[CH2:32][CH2:33]1)=[O:30])(=[O:57])[CH3:56], predict the reactants needed to synthesize it. The reactants are: Cl.[NH2:2][CH2:3][CH2:4][CH2:5][O:6][C:7]1[CH:27]=[CH:26][C:10]([C:11]([NH:13][C:14]2[CH:19]=[CH:18][C:17]([C:20]3[CH:25]=[CH:24][CH:23]=[CH:22][CH:21]=3)=[CH:16][CH:15]=2)=[O:12])=[CH:9][C:8]=1[NH:28][C:29]([C:31]1([N:34]2[CH2:39][CH2:38][O:37][CH2:36][CH2:35]2)[CH2:33][CH2:32]1)=[O:30].N1C=CC=CC=1.C(N(CC)C(C)C)(C)C.[C:55](OC(=O)C)(=[O:57])[CH3:56]. (6) Given the product [N+:7]([C:10]1[CH:11]=[C:12]([C:19]([F:22])([F:20])[F:21])[C:13]([CH:16]([CH3:23])[C:17]#[N:18])=[N:14][CH:15]=1)([O-:9])=[O:8], predict the reactants needed to synthesize it. The reactants are: C([O-])([O-])=O.[K+].[K+].[N+:7]([C:10]1[CH:11]=[C:12]([C:19]([F:22])([F:21])[F:20])[C:13]([CH2:16][C:17]#[N:18])=[N:14][CH:15]=1)([O-:9])=[O:8].[CH3:23]I. (7) Given the product [F:1][C:2]1[CH:7]=[CH:6][C:5]([N:11]2[CH2:12][CH2:13][CH2:14][CH:15]([C:16]([O:18][CH2:19][CH3:20])=[O:17])[C:10]2=[O:9])=[CH:4][CH:3]=1, predict the reactants needed to synthesize it. The reactants are: [F:1][C:2]1[CH:7]=[CH:6][C:5](I)=[CH:4][CH:3]=1.[O:9]=[C:10]1[CH:15]([C:16]([O:18][CH2:19][CH3:20])=[O:17])[CH2:14][CH2:13][CH2:12][NH:11]1.[C@@H]1(N)CCCC[C@H]1N.[O-]P([O-])([O-])=O.[K+].[K+].[K+]. (8) Given the product [C:21]([O:20][C:18]([CH2:17][CH2:16][C:13]1[S:12][C:11]([C:9]([OH:10])=[O:8])=[CH:15][CH:14]=1)=[O:19])([CH3:24])([CH3:22])[CH3:23], predict the reactants needed to synthesize it. The reactants are: C([O:8][C:9]([C:11]1[S:12][C:13]([CH2:16][CH2:17][C:18]([O:20][C:21]([CH3:24])([CH3:23])[CH3:22])=[O:19])=[CH:14][CH:15]=1)=[O:10])C1C=CC=CC=1.